This data is from Reaction yield outcomes from USPTO patents with 853,638 reactions. The task is: Predict the reaction yield, written as a fraction of the theoretical maximum amount of product (1.0 means a 100% yield; for example, 0.34 means a 34% yield). The reactants are [CH2:1]([O:8][C:9]([C:11]1[C:19]2[C:14](=[CH:15][CH:16]=[C:17]([CH2:20][NH:21]C(OC(C)(C)C)=O)[CH:18]=2)[NH:13][C:12]=1[CH3:29])=[O:10])[C:2]1[CH:7]=[CH:6][CH:5]=[CH:4][CH:3]=1.[ClH:30].O1CCOCC1. The catalyst is C(Cl)Cl. The product is [ClH:30].[CH2:1]([O:8][C:9]([C:11]1[C:19]2[C:14](=[CH:15][CH:16]=[C:17]([CH2:20][NH2:21])[CH:18]=2)[NH:13][C:12]=1[CH3:29])=[O:10])[C:2]1[CH:3]=[CH:4][CH:5]=[CH:6][CH:7]=1. The yield is 0.630.